Task: Binary Classification. Given a miRNA mature sequence and a target amino acid sequence, predict their likelihood of interaction.. Dataset: Experimentally validated miRNA-target interactions with 360,000+ pairs, plus equal number of negative samples The miRNA is mmu-miR-101b-3p with sequence GUACAGUACUGUGAUAGCU. The protein sequence of the target gene is MHGHGGYDSDFSDDERCGESSKRKKRTVEDDLLLQKPFQKEKHGKVAHKQVAAELLDREEARNRRFHLIAMDAYQRHTKFVNDYILYYGGKKEDFKRLGENDKTDLDVIRENHRFLWNEEDEMDMTWEKRLAKKYYDKLFKEYCIADLSKYKENKFGFRWRVEKEVISGKGQFFCGNKYCDKKEGLKSWEVNFGYIEHGEKRNALVKLRLCQECSIKLNFHHRRKEIKSKKRKDKTKKDCEESSHKKSRLSSAEEASKKKDKGHSSSKKSEDSLLRNSDEEESASESELWKGPLPETDEK.... Result: 0 (no interaction).